This data is from Catalyst prediction with 721,799 reactions and 888 catalyst types from USPTO. The task is: Predict which catalyst facilitates the given reaction. (1) Reactant: [NH2:1][C:2]1[CH:18]=[CH:17][C:5]([C:6]([NH:8][NH:9][C:10]([O:12][C:13]([CH3:16])([CH3:15])[CH3:14])=[O:11])=[O:7])=[CH:4][CH:3]=1.Cl[C:20]([C:22]1[CH:31]=[CH:30][C:25]([C:26]([O:28][CH3:29])=[O:27])=[CH:24][CH:23]=1)=[O:21]. Product: [CH3:29][O:28][C:26]([C:25]1[CH:30]=[CH:31][C:22]([C:20]([NH:1][C:2]2[CH:3]=[CH:4][C:5]([C:6]([NH:8][NH:9][C:10]([O:12][C:13]([CH3:15])([CH3:14])[CH3:16])=[O:11])=[O:7])=[CH:17][CH:18]=2)=[O:21])=[CH:23][CH:24]=1)=[O:27]. The catalyst class is: 17. (2) Reactant: [C:1]([O:5][C:6](=[O:29])[C@@H:7]([CH2:19][C@H:20]([CH3:28])[C:21]([O:23][C:24]([CH3:27])([CH3:26])[CH3:25])=[O:22])[NH:8]C(OCC1C=CC=CC=1)=O)([CH3:4])([CH3:3])[CH3:2]. Product: [C:1]([O:5][C:6](=[O:29])[C@@H:7]([CH2:19][C@H:20]([CH3:28])[C:21]([O:23][C:24]([CH3:27])([CH3:26])[CH3:25])=[O:22])[NH2:8])([CH3:3])([CH3:4])[CH3:2]. The catalyst class is: 99. (3) Reactant: [Br:1][C:2]1[CH:3]=[C:4]([CH:9]=[CH:10][C:11]=1[OH:12])[C:5]([O:7][CH3:8])=[O:6].[O:13]1[CH:18]=[CH:17][CH2:16][CH2:15][CH2:14]1.O.CC1C=CC(S(O)(=O)=O)=CC=1. Product: [Br:1][C:2]1[CH:3]=[C:4]([CH:9]=[CH:10][C:11]=1[O:12][CH:14]1[CH2:15][CH2:16][CH2:17][CH2:18][O:13]1)[C:5]([O:7][CH3:8])=[O:6]. The catalyst class is: 2. (4) Reactant: Cl[C:2]1[N:7]=[CH:6][N:5]=[C:4]([C:8]2[CH:9]=[CH:10][C:11]([O:16][CH:17]3[CH2:22][CH2:21][O:20][CH2:19][CH2:18]3)=[C:12]([CH:15]=2)[C:13]#[N:14])[N:3]=1.[NH2:23][C:24]1[CH:29]=[CH:28][C:27]([N:30]2[CH2:35][CH2:34][N:33]([C:36](=[O:38])[CH3:37])[CH2:32][CH2:31]2)=[C:26]([O:39][CH3:40])[CH:25]=1.C(N(CC)C(C)C)(C)C. Product: [C:36]([N:33]1[CH2:32][CH2:31][N:30]([C:27]2[CH:28]=[CH:29][C:24]([NH:23][C:2]3[N:7]=[CH:6][N:5]=[C:4]([C:8]4[CH:9]=[CH:10][C:11]([O:16][CH:17]5[CH2:22][CH2:21][O:20][CH2:19][CH2:18]5)=[C:12]([CH:15]=4)[C:13]#[N:14])[N:3]=3)=[CH:25][C:26]=2[O:39][CH3:40])[CH2:35][CH2:34]1)(=[O:38])[CH3:37]. The catalyst class is: 10. (5) Reactant: [Cl:1][C:2]1[CH:21]=[C:20]([F:22])[CH:19]=[CH:18][C:3]=1[O:4][C:5]1[CH:13]=[CH:12][CH:11]=[C:10]([C:14]([F:17])([F:16])[F:15])[C:6]=1[C:7]([OH:9])=O.CN(C(ON1N=NC2C=CC=NC1=2)=[N+](C)C)C.F[P-](F)(F)(F)(F)F.[NH2:47][C:48]1[CH:49]=[C:50]([S:54]([NH2:57])(=[O:56])=[O:55])[CH:51]=[CH:52][CH:53]=1.CN1CCOCC1.Cl. Product: [Cl:1][C:2]1[CH:21]=[C:20]([F:22])[CH:19]=[CH:18][C:3]=1[O:4][C:5]1[CH:13]=[CH:12][CH:11]=[C:10]([C:14]([F:16])([F:17])[F:15])[C:6]=1[C:7]([NH:47][C:48]1[CH:53]=[CH:52][CH:51]=[C:50]([S:54](=[O:56])(=[O:55])[NH2:57])[CH:49]=1)=[O:9]. The catalyst class is: 37. (6) Reactant: [CH3:1][Si:2]([CH3:33])([C:27]1[CH:32]=[CH:31][CH:30]=[CH:29][CH:28]=1)[C@@H:3]1[C@@H:10]2[CH:11]=[CH:12][C@H:4]1[C@@H:5]1[C@H:9]2[CH2:8][N:7]([C:13]2[CH:20]=[CH:19][C:16]([C:17]#[N:18])=[C:15]([C:21]([F:24])([F:23])[F:22])[CH:14]=2)[S:6]1(=[O:26])=[O:25].CI.[Li+].[CH3:37][Si]([N-][Si](C)(C)C)(C)C. Product: [CH3:1][Si:2]([CH3:33])([C:27]1[CH:32]=[CH:31][CH:30]=[CH:29][CH:28]=1)[C@@H:3]1[C@@H:10]2[CH:11]=[CH:12][C@H:4]1[C@:5]1([CH3:37])[C@H:9]2[CH2:8][N:7]([C:13]2[CH:20]=[CH:19][C:16]([C:17]#[N:18])=[C:15]([C:21]([F:23])([F:22])[F:24])[CH:14]=2)[S:6]1(=[O:25])=[O:26]. The catalyst class is: 1.